Regression. Given two drug SMILES strings and cell line genomic features, predict the synergy score measuring deviation from expected non-interaction effect. From a dataset of NCI-60 drug combinations with 297,098 pairs across 59 cell lines. (1) Drug 1: C1CCC(C1)C(CC#N)N2C=C(C=N2)C3=C4C=CNC4=NC=N3. Drug 2: CC1=CC=C(C=C1)C2=CC(=NN2C3=CC=C(C=C3)S(=O)(=O)N)C(F)(F)F. Cell line: OVCAR-4. Synergy scores: CSS=3.22, Synergy_ZIP=-1.76, Synergy_Bliss=0.519, Synergy_Loewe=-1.57, Synergy_HSA=0.109. (2) Drug 1: CC1=CC2C(CCC3(C2CCC3(C(=O)C)OC(=O)C)C)C4(C1=CC(=O)CC4)C. Drug 2: CC1C(C(CC(O1)OC2CC(CC3=C2C(=C4C(=C3O)C(=O)C5=C(C4=O)C(=CC=C5)OC)O)(C(=O)CO)O)N)O.Cl. Cell line: A498. Synergy scores: CSS=64.0, Synergy_ZIP=0.307, Synergy_Bliss=0.675, Synergy_Loewe=4.90, Synergy_HSA=5.95.